Task: Predict the reactants needed to synthesize the given product.. Dataset: Full USPTO retrosynthesis dataset with 1.9M reactions from patents (1976-2016) (1) Given the product [CH3:1][O:2][C:3]1[CH:10]=[CH:9][C:8]([F:11])=[C:7]([F:12])[C:4]=1[CH:5]=[N:14][OH:15], predict the reactants needed to synthesize it. The reactants are: [CH3:1][O:2][C:3]1[CH:10]=[CH:9][C:8]([F:11])=[C:7]([F:12])[C:4]=1[CH:5]=O.Cl.[NH2:14][OH:15].C([O-])(=O)C.[Na+]. (2) Given the product [Cl:33][C:30]1[N:31]=[CH:32][C:27]([NH:26][C:21]([CH:18]2[CH2:19][CH2:20][N:15]([C:13]([C:10]3[CH:11]=[CH:12][C:7]([C:6]([F:25])([F:24])[F:5])=[CH:8][CH:9]=3)=[O:14])[CH2:16][CH2:17]2)=[O:22])=[CH:28][CH:29]=1, predict the reactants needed to synthesize it. The reactants are: S(Cl)(Cl)=O.[F:5][C:6]([F:25])([F:24])[C:7]1[CH:12]=[CH:11][C:10]([C:13]([N:15]2[CH2:20][CH2:19][CH:18]([C:21](O)=[O:22])[CH2:17][CH2:16]2)=[O:14])=[CH:9][CH:8]=1.[NH2:26][C:27]1[CH:28]=[CH:29][C:30]([Cl:33])=[N:31][CH:32]=1.C(N(CC)CC)C. (3) Given the product [F:10][C:11]1[CH:18]=[CH:17][CH:16]=[CH:15][C:12]=1[CH:13]1[N:9]([CH2:8][CH2:7][CH2:6][N:1]2[CH:5]=[CH:4][N:3]=[CH:2]2)[C:22](=[O:21])[C:23]([OH:31])=[C:24]1[C:25]1[CH:30]=[CH:29][CH:28]=[CH:27][CH:26]=1, predict the reactants needed to synthesize it. The reactants are: [N:1]1([CH2:6][CH2:7][CH2:8][NH2:9])[CH:5]=[CH:4][N:3]=[CH:2]1.[F:10][C:11]1[CH:18]=[CH:17][CH:16]=[CH:15][C:12]=1[CH:13]=O.C([O:21][C:22](=O)[C:23](=[O:31])[CH2:24][C:25]1[CH:30]=[CH:29][CH:28]=[CH:27][CH:26]=1)C.